From a dataset of NCI-60 drug combinations with 297,098 pairs across 59 cell lines. Regression. Given two drug SMILES strings and cell line genomic features, predict the synergy score measuring deviation from expected non-interaction effect. (1) Drug 1: CN(C)N=NC1=C(NC=N1)C(=O)N. Drug 2: C1CNP(=O)(OC1)N(CCCl)CCCl. Cell line: U251. Synergy scores: CSS=3.51, Synergy_ZIP=-1.03, Synergy_Bliss=1.09, Synergy_Loewe=-8.31, Synergy_HSA=-0.822. (2) Drug 1: CC1CCC2CC(C(=CC=CC=CC(CC(C(=O)C(C(C(=CC(C(=O)CC(OC(=O)C3CCCCN3C(=O)C(=O)C1(O2)O)C(C)CC4CCC(C(C4)OC)O)C)C)O)OC)C)C)C)OC. Drug 2: B(C(CC(C)C)NC(=O)C(CC1=CC=CC=C1)NC(=O)C2=NC=CN=C2)(O)O. Cell line: UO-31. Synergy scores: CSS=33.7, Synergy_ZIP=-4.25, Synergy_Bliss=-5.29, Synergy_Loewe=-14.5, Synergy_HSA=-3.89. (3) Drug 1: CCN(CC)CCCC(C)NC1=C2C=C(C=CC2=NC3=C1C=CC(=C3)Cl)OC. Drug 2: CC1=C(C(=O)C2=C(C1=O)N3CC4C(C3(C2COC(=O)N)OC)N4)N. Cell line: SF-268. Synergy scores: CSS=15.6, Synergy_ZIP=-2.52, Synergy_Bliss=-0.0582, Synergy_Loewe=-9.45, Synergy_HSA=-3.25. (4) Drug 1: C1=C(C(=O)NC(=O)N1)N(CCCl)CCCl. Drug 2: CC(C1=C(C=CC(=C1Cl)F)Cl)OC2=C(N=CC(=C2)C3=CN(N=C3)C4CCNCC4)N. Cell line: HOP-62. Synergy scores: CSS=24.7, Synergy_ZIP=-0.239, Synergy_Bliss=-1.36, Synergy_Loewe=-3.99, Synergy_HSA=-3.20. (5) Drug 1: C1CCC(C1)C(CC#N)N2C=C(C=N2)C3=C4C=CNC4=NC=N3. Drug 2: CC12CCC(CC1=CCC3C2CCC4(C3CC=C4C5=CN=CC=C5)C)O. Cell line: HCT-15. Synergy scores: CSS=6.50, Synergy_ZIP=0.0713, Synergy_Bliss=1.12, Synergy_Loewe=-1.87, Synergy_HSA=-1.86.